Dataset: Forward reaction prediction with 1.9M reactions from USPTO patents (1976-2016). Task: Predict the product of the given reaction. (1) Given the reactants [O:1]=[C:2]1[N:11]([C@@H:12]([CH2:16][CH:17]([CH3:19])[CH3:18])[C:13]([OH:15])=[O:14])[C:10](=[O:20])[C:9]2[C:4](=[CH:5][CH:6]=[CH:7][CH:8]=2)[NH:3]1.[CH3:21]I.Cl, predict the reaction product. The product is: [CH3:19][CH:17]([CH3:18])[CH2:16][C@H:12]([N:11]1[C:10](=[O:20])[C:9]2[C:4](=[CH:5][CH:6]=[CH:7][CH:8]=2)[N:3]([CH3:21])[C:2]1=[O:1])[C:13]([OH:15])=[O:14]. (2) Given the reactants [CH3:1][C:2]1([CH3:34])[C@@H:6]2[CH2:7][CH2:8][C@@:3]1([CH2:15][S:16][S:17][CH2:18][C:19]13[C:25]([CH3:27])([CH3:26])[CH:22]([CH2:23][CH2:24]1)[CH2:21][CH:20]3[N:28]1[CH2:33][CH2:32][O:31][CH2:30][CH2:29]1)[C@H:4]([N:9]1[CH2:14][CH2:13][O:12][CH2:11][CH2:10]1)[CH2:5]2.[ClH:35], predict the reaction product. The product is: [ClH:35].[CH3:26][C:25]1([CH3:27])[C@@H:22]2[CH2:23][CH2:24][C@@:19]1([CH2:18][S:17][S:16][CH2:15][C:3]13[C:2]([CH3:1])([CH3:34])[CH:6]([CH2:7][CH2:8]1)[CH2:5][CH:4]3[N:9]1[CH2:14][CH2:13][O:12][CH2:11][CH2:10]1)[C@H:20]([N:28]1[CH2:29][CH2:30][O:31][CH2:32][CH2:33]1)[CH2:21]2. (3) The product is: [O:1]=[C:2]1[C:7]2[N:8]([CH2:33][CH2:34][CH3:35])[C:9]3[CH:10]=[CH:11][CH:12]=[CH:13][C:14]=3[C:6]=2[N:5]=[C:4]([S:15][CH2:16][C:17]([O:19][C:20]([CH3:22])([CH3:23])[CH3:21])=[O:18])[N:3]1[C:24]1[CH:29]=[CH:28][CH:27]=[CH:26][CH:25]=1. Given the reactants [O:1]=[C:2]1[C:7]2[NH:8][C:9]3[CH:10]=[CH:11][CH:12]=[CH:13][C:14]=3[C:6]=2[N:5]=[C:4]([S:15][CH2:16][C:17]([O:19][C:20]([CH3:23])([CH3:22])[CH3:21])=[O:18])[N:3]1[C:24]1[CH:29]=[CH:28][CH:27]=[CH:26][CH:25]=1.[H-].[Na+].I[CH2:33][CH2:34][CH3:35], predict the reaction product. (4) Given the reactants [CH3:1][N:2]1[C:10]2[C:5](=[CH:6][C:7]([O:11][CH2:12][CH2:13]OS(C3C=CC(C)=CC=3)(=O)=O)=[CH:8][CH:9]=2)[C:4]([S:25]([C:28]2[C:37]3[C:32](=[CH:33][CH:34]=[CH:35][CH:36]=3)[CH:31]=[CH:30][CH:29]=2)(=[O:27])=[O:26])=[N:3]1.C1COCC1.Cl.[CH3:44][NH2:45], predict the reaction product. The product is: [CH3:44][NH:45][CH2:13][CH2:12][O:11][C:7]1[CH:6]=[C:5]2[C:10](=[CH:9][CH:8]=1)[N:2]([CH3:1])[N:3]=[C:4]2[S:25]([C:28]1[C:37]2[C:32](=[CH:33][CH:34]=[CH:35][CH:36]=2)[CH:31]=[CH:30][CH:29]=1)(=[O:26])=[O:27]. (5) The product is: [O:7]1[C:11]2[CH:12]=[CH:13][C:14]([CH:16]3[C:25]4[C:20](=[CH:21][CH:22]=[CH:23][CH:24]=4)[CH2:19][CH2:18][C:17]3=[O:26])=[CH:15][C:10]=2[O:9][CH2:8]1. Given the reactants S([O-])([O-])(=O)=O.[Mg+2].[O:7]1[C:11]2[CH:12]=[CH:13][C:14]([C:16]34[O:26][CH:17]3[CH2:18][CH2:19][C:20]3[CH:21]=[CH:22][CH2:23][CH2:24][C:25]=34)=[CH:15][C:10]=2[O:9][CH2:8]1, predict the reaction product. (6) Given the reactants [CH2:1]([SH:8])[C:2]1[CH:7]=[CH:6][CH:5]=[CH:4][CH:3]=1.[H-].[Na+].Br[C:12]1[CH:17]=[CH:16][C:15]([Br:18])=[CH:14][N:13]=1, predict the reaction product. The product is: [CH2:1]([S:8][C:12]1[CH:17]=[CH:16][C:15]([Br:18])=[CH:14][N:13]=1)[C:2]1[CH:7]=[CH:6][CH:5]=[CH:4][CH:3]=1. (7) Given the reactants Cl[C:2]1[CH:7]=[CH:6][N:5]=[C:4]2[CH:8]=[C:9]([C:11]3[S:12][CH:13]=[C:14]([CH2:16][OH:17])[N:15]=3)[S:10][C:3]=12.[CH3:18][NH:19][C:20]([C:22]1[C:30]2[C:25](=[CH:26][C:27]([OH:31])=[CH:28][CH:29]=2)[N:24]([CH3:32])[C:23]=1[CH3:33])=[O:21].C([O-])([O-])=O.[Cs+].[Cs+], predict the reaction product. The product is: [CH3:18][NH:19][C:20]([C:22]1[C:30]2[C:25](=[CH:26][C:27]([O:31][C:2]3[CH:7]=[CH:6][N:5]=[C:4]4[CH:8]=[C:9]([C:11]5[S:12][CH:13]=[C:14]([CH2:16][OH:17])[N:15]=5)[S:10][C:3]=34)=[CH:28][CH:29]=2)[N:24]([CH3:32])[C:23]=1[CH3:33])=[O:21].